Dataset: Forward reaction prediction with 1.9M reactions from USPTO patents (1976-2016). Task: Predict the product of the given reaction. (1) Given the reactants [CH2:1]([O:8][C:9]1[C:14]([CH:15]=CC)=[CH:13][CH:12]=[CH:11][C:10]=1[C:18]1[C:23]([Cl:24])=[CH:22][CH:21]=[CH:20][C:19]=1[Cl:25])[C:2]1[CH:7]=[CH:6][CH:5]=[CH:4][CH:3]=1.I([O-])(=O)(=O)=[O:27].[Na+], predict the reaction product. The product is: [CH2:1]([O:8][C:9]1[C:14]([CH:15]=[O:27])=[CH:13][CH:12]=[CH:11][C:10]=1[C:18]1[C:23]([Cl:24])=[CH:22][CH:21]=[CH:20][C:19]=1[Cl:25])[C:2]1[CH:7]=[CH:6][CH:5]=[CH:4][CH:3]=1. (2) Given the reactants C(N(CC)CC)C.[Cl:8][C:9]1[CH:17]=[CH:16][C:12]([C:13]([OH:15])=O)=[CH:11][C:10]=1[NH:18][C:19]([C:21]1[C:32](=[O:33])[NH:31][C:24]2[N:25]=[C:26]([O:29][CH3:30])[N:27]=[CH:28][C:23]=2[CH:22]=1)=[O:20].CN(C(ON1N=NC2C=CC=NC1=2)=[N+](C)C)C.F[P-](F)(F)(F)(F)F.[CH2:58]([NH2:62])[CH:59]([CH3:61])[CH3:60], predict the reaction product. The product is: [Cl:8][C:9]1[CH:17]=[CH:16][C:12]([C:13](=[O:15])[NH:62][CH2:58][CH:59]([CH3:61])[CH3:60])=[CH:11][C:10]=1[NH:18][C:19]([C:21]1[C:32](=[O:33])[NH:31][C:24]2[N:25]=[C:26]([O:29][CH3:30])[N:27]=[CH:28][C:23]=2[CH:22]=1)=[O:20].